Dataset: Full USPTO retrosynthesis dataset with 1.9M reactions from patents (1976-2016). Task: Predict the reactants needed to synthesize the given product. (1) Given the product [NH2:1][S:2]([C:5]1[CH:6]=[CH:7][C:8]([N:11]2[C:15]([CH3:16])=[CH:14][C:13]([C:17]([Cl:22])=[O:19])=[N:12]2)=[N:9][CH:10]=1)(=[O:4])=[O:3], predict the reactants needed to synthesize it. The reactants are: [NH2:1][S:2]([C:5]1[CH:6]=[CH:7][C:8]([N:11]2[C:15]([CH3:16])=[CH:14][C:13]([C:17]([OH:19])=O)=[N:12]2)=[N:9][CH:10]=1)(=[O:4])=[O:3].S(Cl)([Cl:22])=O. (2) Given the product [C:1]([O:5][C:6]([NH:7][C@H:8]([C:9](=[O:15])[N:10]1[CH2:11][CH2:12][CH2:13][CH2:14]1)[CH2:16][C:17]1[CH:22]=[CH:21][C:20]([O:23][S:33]([C:36]([F:39])([F:38])[F:37])(=[O:35])=[O:34])=[CH:19][C:18]=1[F:24])=[O:25])([CH3:4])([CH3:2])[CH3:3], predict the reactants needed to synthesize it. The reactants are: [C:1]([O:5][C:6](=[O:25])[NH:7][C@@H:8]([CH2:16][C:17]1[CH:22]=[CH:21][C:20]([OH:23])=[CH:19][C:18]=1[F:24])[C:9](=[O:15])[N:10]1[CH2:14][CH2:13][CH2:12][CH2:11]1)([CH3:4])([CH3:3])[CH3:2].C1C=CC(N([S:33]([C:36]([F:39])([F:38])[F:37])(=[O:35])=[O:34])[S:33]([C:36]([F:39])([F:38])[F:37])(=[O:35])=[O:34])=CC=1. (3) Given the product [CH2:23]([O:22][C:21]1[N:9]([C:10]2[C:11]([CH3:20])=[C:12]([CH:17]=[CH:18][CH:19]=2)[C:13]([O:15][CH3:16])=[O:14])[C:3]2[CH:4]=[C:5]([F:8])[CH:6]=[CH:7][C:2]=2[N:1]=1)[CH3:24], predict the reactants needed to synthesize it. The reactants are: [NH2:1][C:2]1[CH:7]=[CH:6][C:5]([F:8])=[CH:4][C:3]=1[NH:9][C:10]1[C:11]([CH3:20])=[C:12]([CH:17]=[CH:18][CH:19]=1)[C:13]([O:15][CH3:16])=[O:14].[C:21](OCC)(OCC)(OCC)[O:22][CH2:23][CH3:24].